This data is from Full USPTO retrosynthesis dataset with 1.9M reactions from patents (1976-2016). The task is: Predict the reactants needed to synthesize the given product. (1) Given the product [CH:28]1([C:16]([OH:27])([CH2:15][CH2:14][C:11]2[CH:12]=[CH:13][C:8]([CH3:7])=[C:9]([CH2:33][CH3:34])[CH:10]=2)[CH2:17][C:18]2[O:23][C:22]([CH3:24])([CH3:25])[O:21][C:20](=[O:26])[CH:19]=2)[CH2:32][CH2:31][CH2:30][CH2:29]1, predict the reactants needed to synthesize it. The reactants are: C([SiH2]O[C:7](C)(C)[C:8]1[CH:13]=[CH:12][C:11]([C:14]#[C:15][C:16]([CH:28]2[CH2:32][CH2:31][CH2:30][CH2:29]2)([OH:27])[CH2:17][C:18]2[O:23][C:22]([CH3:25])([CH3:24])[O:21][C:20](=[O:26])[CH:19]=2)=[CH:10][C:9]=1[CH2:33][CH3:34])(C)(C)C. (2) Given the product [CH3:24][O:23][C:19]1[CH:18]=[C:16]([NH:17][C:2]2[CH:3]=[C:4]([OH:11])[CH:5]=[CH:6][C:7]=2[N+:8]([O-:10])=[O:9])[CH:15]=[C:14]([O:13][CH3:12])[C:20]=1[O:21][CH3:22], predict the reactants needed to synthesize it. The reactants are: F[C:2]1[CH:3]=[C:4]([OH:11])[CH:5]=[CH:6][C:7]=1[N+:8]([O-:10])=[O:9].[CH3:12][O:13][C:14]1[CH:15]=[C:16]([CH:18]=[C:19]([O:23][CH3:24])[C:20]=1[O:21][CH3:22])[NH2:17]. (3) The reactants are: [F:1][C:2]1[CH:7]=[CH:6][C:5]([C:8]2[O:9][C:10]([CH3:22])=[C:11]([CH2:13][O:14][CH:15]3[CH2:20][CH2:19][CH2:18][CH:17]([OH:21])[CH2:16]3)[N:12]=2)=[CH:4][CH:3]=1.[H-].[Na+].[CH2:25](Br)[CH:26]=[CH2:27].Cl. Given the product [CH2:27]([O:21][CH:17]1[CH2:18][CH2:19][CH2:20][CH:15]([O:14][CH2:13][C:11]2[N:12]=[C:8]([C:5]3[CH:4]=[CH:3][C:2]([F:1])=[CH:7][CH:6]=3)[O:9][C:10]=2[CH3:22])[CH2:16]1)[CH:26]=[CH2:25], predict the reactants needed to synthesize it. (4) Given the product [CH2:19]([O:18][C:16](=[O:17])[CH:15]([NH:14][C:11](=[O:13])[CH2:10][C:7]1[CH:6]=[CH:5][C:4]([N+:1]([O-:3])=[O:2])=[CH:9][CH:8]=1)[CH2:23][CH3:24])[CH:20]([CH3:21])[CH3:22], predict the reactants needed to synthesize it. The reactants are: [N+:1]([C:4]1[CH:9]=[CH:8][C:7]([CH2:10][C:11]([OH:13])=O)=[CH:6][CH:5]=1)([O-:3])=[O:2].[NH2:14][CH:15]([CH2:23][CH3:24])[C:16]([O:18][CH2:19][CH:20]([CH3:22])[CH3:21])=[O:17]. (5) Given the product [C:1]([O:4][C@@H:5]1[C@@H:19]([O:20][C:21](=[O:23])[CH3:22])[C@H:18]([O:24][C:25](=[O:27])[CH3:26])[CH2:17][S:16][C@H:6]1[O:7][C:8]1[C:9]([Cl:15])=[N:10][C:11]([C:32]2[CH:33]=[N:34][C:29]([F:28])=[CH:30][CH:31]=2)=[CH:12][CH:13]=1)(=[O:3])[CH3:2], predict the reactants needed to synthesize it. The reactants are: [C:1]([O:4][C@@H:5]1[C@@H:19]([O:20][C:21](=[O:23])[CH3:22])[C@H:18]([O:24][C:25](=[O:27])[CH3:26])[CH2:17][S:16][C@H:6]1[O:7][C:8]1[C:9]([Cl:15])=[N:10][C:11](I)=[CH:12][CH:13]=1)(=[O:3])[CH3:2].[F:28][C:29]1[N:34]=[CH:33][C:32](B(O)O)=[CH:31][CH:30]=1. (6) Given the product [CH2:25]([O:27][C:28](=[O:32])[CH2:29][CH2:30][N:1]1[C:9]2[C:4](=[CH:5][C:6]([CH2:10][CH2:11][CH2:12][C:13]3[CH:22]=[CH:21][C:20]4[C:15](=[N:16][CH:17]=[CH:18][CH:19]=4)[N:14]=3)=[CH:7][CH:8]=2)[CH:3]=[CH:2]1)[CH3:26], predict the reactants needed to synthesize it. The reactants are: [NH:1]1[C:9]2[C:4](=[CH:5][C:6]([CH2:10][CH2:11][CH2:12][C:13]3[CH:22]=[CH:21][C:20]4[C:15](=[N:16][CH:17]=[CH:18][CH:19]=4)[N:14]=3)=[CH:7][CH:8]=2)[CH:3]=[CH:2]1.[H-].[Na+].[CH2:25]([O:27][C:28](=[O:32])[CH2:29][CH2:30]Cl)[CH3:26]. (7) Given the product [CH3:1][N:2]1[C@@H:19]2[CH2:20][C:7]3[CH:8]=[CH:9][C:10]([O:22][CH3:23])=[C:11]4[O:12][C@H:13]5[C:14]([CH2:16][CH2:17][C@:18]2([OH:21])[C@:5]5([C:6]=34)[CH2:4][CH2:3]1)=[O:15].[ClH:28], predict the reactants needed to synthesize it. The reactants are: [CH3:1][N:2]1[C@@H:19]2[CH2:20][C:7]3[CH:8]=[CH:9][C:10]([O:22][CH3:23])=[C:11]4[O:12][C@H:13]5[C:14]([CH2:16][CH2:17][C@:18]2([OH:21])[C@:5]5([C:6]=34)[CH2:4][CH2:3]1)=[O:15].C(O)(=O)C.[ClH:28]. (8) Given the product [C@H:1]1([N:13]2[CH2:18][CH:17]=[C:16]([C:19]3[C:27]4[C:22](=[CH:23][CH:24]=[C:25]([N+:28]#[C-:29])[CH:26]=4)[N:21]([CH2:30][CH:31]([OH:32])[CH2:33][NH2:35])[CH:20]=3)[CH2:15][CH2:14]2)[C:11]2=[C:12]3[C:7](=[CH:8][CH:9]=[CH:10]2)[CH:6]=[CH:5][CH:4]=[C:3]3[CH2:2]1, predict the reactants needed to synthesize it. The reactants are: [C@@H:1]1([N:13]2[CH2:18][CH:17]=[C:16]([C:19]3[C:27]4[C:22](=[CH:23][CH:24]=[C:25]([N+:28]#[C-:29])[CH:26]=4)[N:21]([CH2:30][CH:31]4[CH2:33][O:32]4)[CH:20]=3)[CH2:15][CH2:14]2)[C:11]2=[C:12]3[C:7](=[CH:8][CH:9]=[CH:10]2)[CH:6]=[CH:5][CH:4]=[C:3]3[CH2:2]1.[OH-].[NH4+:35]. (9) Given the product [CH2:23]([O:22][C:19]1[CH:20]=[CH:21][C:16]([C:13]2[CH:12]=[C:11]([CH2:10][N:8]3[CH:9]=[C:4]4[N:3]=[C:2]([C:33]5[CH:32]=[CH:31][CH:30]=[C:29]([F:28])[CH:34]=5)[N:27]=[C:5]4[CH:6]=[N:7]3)[O:15][N:14]=2)=[CH:17][CH:18]=1)[CH2:24][CH2:25][CH3:26], predict the reactants needed to synthesize it. The reactants are: Br[C:2]1[N:27]=[C:5]2[CH:6]=[N:7][N:8]([CH2:10][C:11]3[O:15][N:14]=[C:13]([C:16]4[CH:21]=[CH:20][C:19]([O:22][CH2:23][CH2:24][CH2:25][CH3:26])=[CH:18][CH:17]=4)[CH:12]=3)[CH:9]=[C:4]2[N:3]=1.[F:28][C:29]1[CH:30]=[C:31](B(O)O)[CH:32]=[CH:33][CH:34]=1.